From a dataset of Reaction yield outcomes from USPTO patents with 853,638 reactions. Predict the reaction yield, written as a fraction of the theoretical maximum amount of product (1.0 means a 100% yield; for example, 0.34 means a 34% yield). (1) The reactants are [S:1]1[CH:5]=[CH:4][C:3]([C:6]([OH:8])=[O:7])=[CH:2]1.C[Si]([N-][Si](C)(C)C)(C)C.[Li+].[CH:19](=O)[C:20]1[CH:25]=[CH:24][CH:23]=[CH:22][CH:21]=1.Cl.S(Cl)(C1C=CC(C)=CC=1)(=O)=O.C([O-])(O)=O.[Na+]. The catalyst is C1COCC1. The product is [C:20]1([CH:19]2[C:2]3[S:1][CH:5]=[CH:4][C:3]=3[C:6](=[O:8])[O:7]2)[CH:25]=[CH:24][CH:23]=[CH:22][CH:21]=1. The yield is 0.120. (2) The reactants are CO[C:3](=[O:25])[C:4]1[CH:9]=[CH:8][C:7]([NH:10][CH2:11][C:12]2[C:13]([C:18]3[CH:23]=[CH:22][C:21]([F:24])=[CH:20][CH:19]=3)=[N:14][O:15][C:16]=2[CH3:17])=[N:6][CH:5]=1.[NH2:26][CH2:27][CH:28]1[CH2:30][CH2:29]1. No catalyst specified. The product is [CH:28]1([CH2:27][NH:26][C:3](=[O:25])[C:4]2[CH:9]=[CH:8][C:7]([NH:10][CH2:11][C:12]3[C:13]([C:18]4[CH:23]=[CH:22][C:21]([F:24])=[CH:20][CH:19]=4)=[N:14][O:15][C:16]=3[CH3:17])=[N:6][CH:5]=2)[CH2:30][CH2:29]1. The yield is 0.830. (3) The reactants are [NH2:1][C@@:2]([C:11]1[C:16]([F:17])=[CH:15][CH:14]=[C:13]([Cl:18])[N:12]=1)([CH3:10])[CH2:3][C@H:4]([OH:9])[C:5]([F:8])([F:7])[F:6].C(=O)(O)[O-].[Na+].[N:24]#[C:25]Br. The catalyst is C(O)C. The product is [Cl:18][C:13]1[N:12]=[C:11]([C@:2]2([CH3:10])[CH2:3][C@@H:4]([C:5]([F:6])([F:7])[F:8])[O:9][C:25]([NH2:24])=[N:1]2)[C:16]([F:17])=[CH:15][CH:14]=1. The yield is 0.477. (4) The reactants are [I:1][C:2]1[C:10]2[C:5](=[N:6][CH:7]=[N:8][C:9]=2[NH2:11])[NH:4][N:3]=1.O[CH2:13][C@H:14]1[CH2:18][CH2:17][CH2:16][N:15]1[C:19]([O:21][C:22]([CH3:25])([CH3:24])[CH3:23])=[O:20].C1C=CC(P(C2C=CC=CC=2)C2C=CC=CC=2)=CC=1.CC(OC(/N=N/C(OC(C)C)=O)=O)C. The catalyst is O.CN(C)C=O. The product is [NH2:11][C:9]1[N:8]=[CH:7][N:6]=[C:5]2[N:4]([CH2:13][C@H:14]3[CH2:18][CH2:17][CH2:16][N:15]3[C:19]([O:21][C:22]([CH3:23])([CH3:25])[CH3:24])=[O:20])[N:3]=[C:2]([I:1])[C:10]=12. The yield is 0.0600. (5) The reactants are [NH:1]([C:3]1[CH:8]=[CH:7][C:6]([C:9]([F:12])([F:11])[F:10])=[CH:5][N:4]=1)[NH2:2].O=[CH:14][C:15]([O:17][CH2:18][CH3:19])=[O:16].C(OI(C1C=CC=CC=1)OC(=O)C)(=O)C. The catalyst is CO.C(Cl)Cl. The product is [F:11][C:9]([F:12])([F:10])[C:6]1[CH:7]=[CH:8][C:3]2[N:4]([C:14]([C:15]([O:17][CH2:18][CH3:19])=[O:16])=[N:2][N:1]=2)[CH:5]=1. The yield is 0.810. (6) The reactants are [Cl:1][C:2]1[C:3]([CH:13]=O)=[N:4][CH:5]=[C:6]([N:8]([CH3:12])[CH2:9][CH2:10][CH3:11])[N:7]=1.[CH2:15]([NH:22][CH2:23][C@@H:24]([OH:28])[CH2:25][O:26][CH3:27])[C:16]1[CH:21]=[CH:20][CH:19]=[CH:18][CH:17]=1.C(O[BH-](OC(=O)C)OC(=O)C)(=O)C.[Na+].C(=O)([O-])O.[Na+]. The catalyst is C(#N)C.C(O)(=O)C. The product is [CH2:15]([N:22]([CH2:13][C:3]1[C:2]([Cl:1])=[N:7][C:6]([N:8]([CH3:12])[CH2:9][CH2:10][CH3:11])=[CH:5][N:4]=1)[CH2:23][C@@H:24]([OH:28])[CH2:25][O:26][CH3:27])[C:16]1[CH:21]=[CH:20][CH:19]=[CH:18][CH:17]=1. The yield is 0.740. (7) The reactants are [CH2:1]1[C:10]2[C:5](=[CH:6][CH:7]=[CH:8][CH:9]=2)[CH2:4][CH2:3][N:2]1[CH2:11][C:12]([NH:14][NH2:15])=[O:13].C[Al](C)C.[CH3:20][C:21]1[CH:30]=[C:29]([NH:31][C:32]2[CH:33]=[C:34]([CH:39]=[CH:40][CH:41]=2)[C:35](OC)=[O:36])[C:28]2[C:23](=[CH:24][CH:25]=[CH:26][CH:27]=2)[N:22]=1. The catalyst is C1(C)C(C)=CC=CC=1. The product is [CH3:20][C:21]1[CH:30]=[C:29]([NH:31][C:32]2[CH:33]=[C:34]([CH:39]=[CH:40][CH:41]=2)[C:35]([NH:15][NH:14][C:12](=[O:13])[CH2:11][N:2]2[CH2:3][CH2:4][C:5]3[C:10](=[CH:9][CH:8]=[CH:7][CH:6]=3)[CH2:1]2)=[O:36])[C:28]2[C:23](=[CH:24][CH:25]=[CH:26][CH:27]=2)[N:22]=1. The yield is 0.630.